Dataset: Reaction yield outcomes from USPTO patents with 853,638 reactions. Task: Predict the reaction yield, written as a fraction of the theoretical maximum amount of product (1.0 means a 100% yield; for example, 0.34 means a 34% yield). (1) The reactants are N1(C2SC(C(N)=O)=C(OCC3C=CC=CC=3C(F)(F)F)N=2)C2C=CC=CC=2N=C1.Cl[C:31]1[S:32][C:33]([C:48]([NH2:50])=[O:49])=[C:34]([O:36][CH2:37][C:38]2[CH:43]=[CH:42][CH:41]=[CH:40][C:39]=2[C:44]([F:47])([F:46])[F:45])[N:35]=1.[CH3:51][O:52][C:53]1[C:61]([O:62][CH3:63])=[CH:60][C:56]2[N:57]=[CH:58][NH:59][C:55]=2[CH:54]=1.C([O-])([O-])=O.[K+].[K+]. The catalyst is CN(C=O)C. The product is [CH3:63][O:62][C:61]1[C:53]([O:52][CH3:51])=[CH:54][C:55]2[N:59]([C:31]3[S:32][C:33]([C:48]([NH2:50])=[O:49])=[C:34]([O:36][CH2:37][C:38]4[CH:43]=[CH:42][CH:41]=[CH:40][C:39]=4[C:44]([F:47])([F:46])[F:45])[N:35]=3)[CH:58]=[N:57][C:56]=2[CH:60]=1. The yield is 0.550. (2) The reactants are C(OC([N:8]1[CH2:13][CH2:12][CH:11]([C:14]2[C:15]3[S:22][CH:21]=[CH:20][C:16]=3[N:17]([CH3:19])[N:18]=2)[CH2:10][CH2:9]1)=O)(C)(C)C.[ClH:23]. No catalyst specified. The product is [ClH:23].[CH3:19][N:17]1[C:16]2[CH:20]=[CH:21][S:22][C:15]=2[C:14]([CH:11]2[CH2:12][CH2:13][NH:8][CH2:9][CH2:10]2)=[N:18]1. The yield is 0.740. (3) The reactants are FC(F)(F)S(O[C:7]1[CH:12]=[C:11]([Cl:13])[C:10]([CH2:14][CH:15]2[CH2:19][CH2:18][N:17]([CH:20]3[CH2:25][CH2:24][CH2:23][CH2:22][CH2:21]3)[C:16]2=[O:26])=[C:9]([Cl:27])[CH:8]=1)(=O)=O.[F:30][C:31]1[CH:36]=[C:35]([O:37][CH3:38])[CH:34]=[C:33]([F:39])[C:32]=1B(O)O. No catalyst specified. The product is [CH:20]1([N:17]2[CH2:18][CH2:19][CH:15]([CH2:14][C:10]3[C:11]([Cl:13])=[CH:12][C:7]([C:32]4[C:31]([F:30])=[CH:36][C:35]([O:37][CH3:38])=[CH:34][C:33]=4[F:39])=[CH:8][C:9]=3[Cl:27])[C:16]2=[O:26])[CH2:21][CH2:22][CH2:23][CH2:24][CH2:25]1. The yield is 1.00. (4) The reactants are [C:1]([C:5]1[CH:9]=[C:8]([NH:10][C:11]([NH:13][C@@H:14]2[C:23]3[C:18](=[CH:19][CH:20]=[CH:21][CH:22]=3)[C@H:17]([O:24][C:25]3[CH:26]=[CH:27][C:28]4[N:29]([C:31]([N:34]5[CH2:39][CH2:38][CH2:37][CH2:36][C@@H:35]5[CH3:40])=[N:32][N:33]=4)[CH:30]=3)[CH2:16][CH2:15]2)=[O:12])[N:7]([C:41]2[CH:42]=[C:43]([CH:52]=[CH:53][CH:54]=2)[O:44][CH2:45][CH2:46][O:47]S(C)(=O)=O)[N:6]=1)([CH3:4])([CH3:3])[CH3:2].[NH:55]1[CH2:60][CH2:59][CH2:58][CH2:57][CH2:56]1.C1C[O:64]CC1. No catalyst specified. The product is [CH:46]([OH:47])=[O:64].[C:1]([C:5]1[CH:9]=[C:8]([NH:10][C:11]([NH:13][C@@H:14]2[C:23]3[C:18](=[CH:19][CH:20]=[CH:21][CH:22]=3)[C@H:17]([O:24][C:25]3[CH:26]=[CH:27][C:28]4[N:29]([C:31]([N:34]5[CH2:39][CH2:38][CH2:37][CH2:36][C@@H:35]5[CH3:40])=[N:32][N:33]=4)[CH:30]=3)[CH2:16][CH2:15]2)=[O:12])[N:7]([C:41]2[CH:54]=[CH:53][CH:52]=[C:43]([O:44][CH2:45][CH2:46][N:55]3[CH2:60][CH2:59][CH2:58][CH2:57][CH2:56]3)[CH:42]=2)[N:6]=1)([CH3:2])([CH3:3])[CH3:4]. The yield is 0.460. (5) The reactants are [K].[SH:2][C:3]1[S:4][C:5]2[C:6]([N:16]=1)=[N:7][CH:8]=[C:9]([C:11]([O:13][CH2:14][CH3:15])=[O:12])[CH:10]=2.I[CH3:18]. The catalyst is CN(C=O)C. The product is [CH3:18][S:2][C:3]1[S:4][C:5]2[C:6]([N:16]=1)=[N:7][CH:8]=[C:9]([C:11]([O:13][CH2:14][CH3:15])=[O:12])[CH:10]=2. The yield is 0.820. (6) The reactants are [CH3:1][O:2][C:3]1[CH:8]=[CH:7][C:6]([N:9]2[C:13]([C:14]3[CH:15]=[C:16]([CH3:22])[CH:17]=[CH:18][C:19]=3[O:20][CH3:21])=[CH:12][C:11]([CH:23]3[CH2:28][CH2:27][NH:26][CH2:25][CH2:24]3)=[N:10]2)=[CH:5][CH:4]=1.ClC(Cl)(O[C:33](=[O:39])OC(Cl)(Cl)Cl)Cl.C(N(CC)CC)C.Cl.[CH3:49][NH:50][OH:51]. The catalyst is O1CCCC1. The product is [CH3:1][O:2][C:3]1[CH:8]=[CH:7][C:6]([N:9]2[C:13]([C:14]3[CH:15]=[C:16]([CH3:22])[CH:17]=[CH:18][C:19]=3[O:20][CH3:21])=[CH:12][C:11]([CH:23]3[CH2:28][CH2:27][N:26]([C:33](=[O:39])[N:50]([OH:51])[CH3:49])[CH2:25][CH2:24]3)=[N:10]2)=[CH:5][CH:4]=1. The yield is 0.490. (7) The reactants are C([Li])CCC.Br[C:7]1[CH:15]=[CH:14][C:10]([C:11]([OH:13])=[O:12])=[CH:9][C:8]=1[CH3:16].[CH:17]([S:20]SCCC)([CH3:19])[CH3:18].Cl. The catalyst is C1COCC1.[OH-].[Na+]. The product is [CH:17]([S:20][C:7]1[CH:15]=[CH:14][C:10]([C:11]([OH:13])=[O:12])=[CH:9][C:8]=1[CH3:16])([CH3:19])[CH3:18]. The yield is 0.180. (8) The reactants are [C:1]([C@:3]1([CH2:12][C:13]([OH:15])=[O:14])[CH2:9][C@@H:8]2[C@H:4]1[CH:5]=[C:6]([CH2:10][CH3:11])[CH2:7]2)#[N:2].[C:16]([NH2:20])([CH3:19])([CH3:18])[CH3:17]. The catalyst is C1(C)C=CC=CC=1. The product is [C:1]([C@:3]1([CH2:12][C:13]([O-:15])=[O:14])[CH2:9][C@@H:8]2[C@H:4]1[CH:5]=[C:6]([CH2:10][CH3:11])[CH2:7]2)#[N:2].[C:16]([NH3+:20])([CH3:19])([CH3:18])[CH3:17]. The yield is 0.649. (9) The reactants are [C:1]([NH:4][CH2:5][CH2:6][CH2:7][S:8]([O:11][CH2:12][C:13]([CH3:32])([CH3:31])[C@@H:14]([O:23]CC1C=CC=CC=1)[C:15]([O:17][CH2:18][CH2:19][CH:20]([CH3:22])[CH3:21])=[O:16])(=[O:10])=[O:9])(=[O:3])[CH3:2]. The catalyst is [Pd].C(O)C. The product is [C:1]([NH:4][CH2:5][CH2:6][CH2:7][S:8]([O:11][CH2:12][C:13]([CH3:31])([CH3:32])[C@@H:14]([OH:23])[C:15]([O:17][CH2:18][CH2:19][CH:20]([CH3:21])[CH3:22])=[O:16])(=[O:9])=[O:10])(=[O:3])[CH3:2]. The yield is 1.00. (10) The reactants are [CH3:1]/[C:2](/[CH2:8][CH2:9][C:10]1[C:15]([CH3:17])([CH3:16])[CH2:14][CH2:13][CH2:12][C:11]=1[CH3:18])=[CH:3]\[CH2:4][C:5]([OH:7])=[O:6].[CH3:19][O:20][C:21](=[O:30])[C@H:22]([C:24]1[CH:29]=[CH:28][CH:27]=[CH:26][CH:25]=1)O.CO.C1CCC(N=C=NC2CCCCC2)CC1. The catalyst is CC(OC)(C)C.CN(C1C=CN=CC=1)C. The product is [CH3:19][O:20][C:21]([C@@H:22]([O:6][C:5](=[O:7])[CH2:4][CH:3]=[C:2]([CH3:1])[CH2:8][CH2:9][C:10]1[C:15]([CH3:17])([CH3:16])[CH2:14][CH2:13][CH2:12][C:11]=1[CH3:18])[C:24]1[CH:29]=[CH:28][CH:27]=[CH:26][CH:25]=1)=[O:30]. The yield is 0.880.